This data is from M1 muscarinic receptor antagonist screen with 61,756 compounds. The task is: Binary Classification. Given a drug SMILES string, predict its activity (active/inactive) in a high-throughput screening assay against a specified biological target. (1) The drug is o1nc(cc1c1cc(OC)c(OC)cc1)C(=O)NCCOC. The result is 0 (inactive). (2) The drug is FC(F)(F)C1(NC(=O)C)c2c(NC1=O)n(Cc1occc1)c(=O)[nH]c2=O. The result is 0 (inactive). (3) The drug is Brc1ccc(NC(=O)CN2CCN(CC2)C(=O)c2c(F)cccc2)cc1. The result is 0 (inactive). (4) The drug is O(c1cc2CCCN(c2cc1)C(=O)N)C. The result is 0 (inactive). (5) The molecule is S(=O)(=O)(CCC(=O)Nc1sc2CCCCc2n1)Cc1ccccc1. The result is 0 (inactive).